From a dataset of Experimentally validated miRNA-target interactions with 360,000+ pairs, plus equal number of negative samples. Binary Classification. Given a miRNA mature sequence and a target amino acid sequence, predict their likelihood of interaction. The miRNA is hsa-miR-548az-3p with sequence AAAAACUGCAAUCACUUUUGC. The protein sequence of the target gene is MPPQLQNGLNLSAKVVQGSLDSLPQAVREFLENNAELCQPDHIHICDGSEEENGRLLGQMEEEGILRRLKKYDNCWLALTDPRDVARIESKTVIVTQEQRDTVPIPKTGLSQLGRWMSEEDFEKAFNARFPGCMKGRTMYVIPFSMGPLGSPLSKIGIELTDSPYVVASMRIMTRMGTPVLEAVGDGEFVKCLHSVGCPLPLQKPLVNNWPCNPELTLIAHLPDRREIISFGSGYGGNSLLGKKCFALRMASRLAKEEGWLAEHMLILGITNPEGEKKYLAAAFPSACGKTNLAMMNPSL.... Result: 1 (interaction).